Dataset: NCI-60 drug combinations with 297,098 pairs across 59 cell lines. Task: Regression. Given two drug SMILES strings and cell line genomic features, predict the synergy score measuring deviation from expected non-interaction effect. Drug 1: CCC1(CC2CC(C3=C(CCN(C2)C1)C4=CC=CC=C4N3)(C5=C(C=C6C(=C5)C78CCN9C7C(C=CC9)(C(C(C8N6C=O)(C(=O)OC)O)OC(=O)C)CC)OC)C(=O)OC)O.OS(=O)(=O)O. Synergy scores: CSS=16.0, Synergy_ZIP=-4.37, Synergy_Bliss=0.331, Synergy_Loewe=-10.5, Synergy_HSA=-1.30. Cell line: SNB-19. Drug 2: COCCOC1=C(C=C2C(=C1)C(=NC=N2)NC3=CC=CC(=C3)C#C)OCCOC.Cl.